Dataset: Full USPTO retrosynthesis dataset with 1.9M reactions from patents (1976-2016). Task: Predict the reactants needed to synthesize the given product. (1) Given the product [N+:27]([C:8]1[CH:9]=[CH:10][C:5]([O:4][CH2:1][CH2:2][CH3:3])=[C:6]([C:11]2[NH:16][C:15](=[O:17])[C:14]3=[C:18]([CH3:26])[N:19]=[C:20]([CH:21]4[CH2:25][CH2:24][CH2:23][CH2:22]4)[N:13]3[N:12]=2)[CH:7]=1)([O-:29])=[O:28], predict the reactants needed to synthesize it. The reactants are: [CH2:1]([O:4][C:5]1[CH:10]=[CH:9][CH:8]=[CH:7][C:6]=1[C:11]1[NH:16][C:15](=[O:17])[C:14]2=[C:18]([CH3:26])[N:19]=[C:20]([CH:21]3[CH2:25][CH2:24][CH2:23][CH2:22]3)[N:13]2[N:12]=1)[CH2:2][CH3:3].[N+:27]([O-])([OH:29])=[O:28]. (2) Given the product [C:13]([C:12]1[CH:11]=[C:10]([CH3:16])[S:9][C:8]=1[C:4]1[CH:3]=[C:2]([O:1][C:24](=[O:25])[NH:23][CH:17]2[CH2:22][CH2:21][CH2:20][CH2:19][CH2:18]2)[CH:7]=[CH:6][CH:5]=1)(=[O:14])[NH2:15], predict the reactants needed to synthesize it. The reactants are: [OH:1][C:2]1[CH:3]=[C:4]([C:8]2[S:9][C:10]([CH3:16])=[CH:11][C:12]=2[C:13]([NH2:15])=[O:14])[CH:5]=[CH:6][CH:7]=1.[CH:17]1([N:23]=[C:24]=[O:25])[CH2:22][CH2:21][CH2:20][CH2:19][CH2:18]1.